This data is from Full USPTO retrosynthesis dataset with 1.9M reactions from patents (1976-2016). The task is: Predict the reactants needed to synthesize the given product. (1) Given the product [C:52]([O-:51])(=[O:54])[CH2:53][CH2:48][C:49]([O-:50])=[O:8].[C:97]1([S+:90]([C:84]2[CH:85]=[CH:86][CH:87]=[CH:88][CH:89]=2)[C:91]2[CH:96]=[CH:95][CH:94]=[CH:93][CH:92]=2)[CH:98]=[CH:99][CH:100]=[CH:101][CH:102]=1.[C:1]1([S+:90]([C:91]2[CH:92]=[CH:93][CH:94]=[CH:95][CH:96]=2)[C:84]2[CH:89]=[CH:88][CH:87]=[CH:86][CH:85]=2)[CH:6]=[CH:5][CH:4]=[CH:3][CH:2]=1, predict the reactants needed to synthesize it. The reactants are: [C:1]1([Si](OC)(OC)[O:8]C)[CH:6]=[CH:5][CH:4]=[CH:3][CH:2]=1.C(O[Si](OCC)(OCC)OCC)C.C[Si](OCC)(OCC)OCC.CO[Si](CCC[CH:48]1[CH2:53][C:52](=[O:54])[O:51][C:49]1=[O:50])(OC)OC.C(O[Si](OCC)(OCC)CCCNC(=O)CCCO)C.Cl.C(OCC(O)C)C.[OH-].[C:84]1([S+:90]([C:97]2[CH:102]=[CH:101][CH:100]=[CH:99][CH:98]=2)[C:91]2[CH:96]=[CH:95][CH:94]=[CH:93][CH:92]=2)[CH:89]=[CH:88][CH:87]=[CH:86][CH:85]=1. (2) Given the product [CH3:1][N:2]1[C:10]2[CH:9]3[CH2:11][CH:6]([CH2:7][CH2:8]3)[C:5]=2[C:4]([CH2:12][OH:13])=[N:3]1, predict the reactants needed to synthesize it. The reactants are: [CH3:1][N:2]1[C:10]2[CH:9]3[CH2:11][CH:6]([CH2:7][CH2:8]3)[C:5]=2[C:4]([C:12](OCC)=[O:13])=[N:3]1.[H-].[Al+3].[Li+].[H-].[H-].[H-]. (3) Given the product [C:1]([O:5][C:6]([N:8]1[CH2:11][CH:10]([N:18]2[CH2:19][CH2:20][CH:15]([F:14])[CH2:16][CH2:17]2)[CH2:9]1)=[O:7])([CH3:4])([CH3:3])[CH3:2], predict the reactants needed to synthesize it. The reactants are: [C:1]([O:5][C:6]([N:8]1[CH2:11][C:10](=O)[CH2:9]1)=[O:7])([CH3:4])([CH3:3])[CH3:2].Cl.[F:14][CH:15]1[CH2:20][CH2:19][NH:18][CH2:17][CH2:16]1.C(O[BH-](OC(=O)C)OC(=O)C)(=O)C.[Na+]. (4) Given the product [Cl:1][C:2]1[CH:18]=[C:17]([N+:19]([O-:21])=[O:20])[CH:16]=[CH:15][C:3]=1[O:4][C:5]1[CH:6]=[C:7]([CH:12]=[CH:13][CH:14]=1)[C:8]([OH:10])=[O:9], predict the reactants needed to synthesize it. The reactants are: [Cl:1][C:2]1[CH:18]=[C:17]([N+:19]([O-:21])=[O:20])[CH:16]=[CH:15][C:3]=1[O:4][C:5]1[CH:6]=[C:7]([CH:12]=[CH:13][CH:14]=1)[C:8]([O:10]C)=[O:9].[OH-].[Na+].